From a dataset of Reaction yield outcomes from USPTO patents with 853,638 reactions. Predict the reaction yield, written as a fraction of the theoretical maximum amount of product (1.0 means a 100% yield; for example, 0.34 means a 34% yield). (1) The catalyst is [C].[Pd]. The reactants are [CH3:1][O:2][CH2:3][O:4][C:5]1[C:25]([N+:26]([O-])=O)=[CH:24][C:8]2[CH:9]([NH:15][CH2:16][CH2:17][C:18]3[CH:23]=[CH:22][CH:21]=[CH:20][CH:19]=3)[CH2:10][C:11]([CH3:14])([CH3:13])[O:12][C:7]=2[CH:6]=1.C([OH:31])C. The yield is 0.980. The product is [NH2:26][C:25]1[C:5]([O:4][CH2:3][O:2][CH3:1])=[CH:6][C:7]2[O:12][C:11]([CH3:14])([CH3:13])[C@@H:10]([OH:31])[C@H:9]([NH:15][CH2:16][CH2:17][C:18]3[CH:23]=[CH:22][CH:21]=[CH:20][CH:19]=3)[C:8]=2[CH:24]=1. (2) The reactants are [Br:1][C:2]1[S:6][C:5]([C:7]([OH:9])=[O:8])=[CH:4][CH:3]=1.O=S(Cl)Cl.[CH3:14][CH2:15]O. No catalyst specified. The product is [Br:1][C:2]1[S:6][C:5]([C:7]([O:9][CH2:14][CH3:15])=[O:8])=[CH:4][CH:3]=1. The yield is 0.960. (3) The reactants are [F:1][C:2]1[CH:31]=[C:30]([F:32])[CH:29]=[CH:28][C:3]=1[O:4][C:5]1[C:10]([C:11]2[C:19]3[C:14](=[C:15]([O:20]C)[N:16]=[CH:17][CH:18]=3)[N:13]([CH3:22])[CH:12]=2)=[CH:9][C:8]([CH2:23][S:24]([CH3:27])(=[O:26])=[O:25])=[CH:7][N:6]=1.Cl.O1CCOCC1. No catalyst specified. The product is [F:1][C:2]1[CH:31]=[C:30]([F:32])[CH:29]=[CH:28][C:3]=1[O:4][C:5]1[C:10]([C:11]2[C:19]3[CH:18]=[CH:17][NH:16][C:15](=[O:20])[C:14]=3[N:13]([CH3:22])[CH:12]=2)=[CH:9][C:8]([CH2:23][S:24]([CH3:27])(=[O:25])=[O:26])=[CH:7][N:6]=1. The yield is 0.820. (4) The reactants are Br[C:2]1[CH:3]=[C:4]([N:13]([CH2:26][CH3:27])[C@H:14]2[CH2:19][CH2:18][C@H:17]([N:20]([CH2:22][CH2:23][O:24][CH3:25])[CH3:21])[CH2:16][CH2:15]2)[C:5]([CH3:12])=[C:6]([CH:11]=1)[C:7]([O:9][CH3:10])=[O:8].[CH2:28]([N:31]1[CH2:36][CH2:35][O:34][CH2:33][CH2:32]1)[C:29]#[CH:30].C(N(CC)CC)C. The catalyst is CN(C=O)C.[Cu]I.C1C=CC([P]([Pd]([P](C2C=CC=CC=2)(C2C=CC=CC=2)C2C=CC=CC=2)([P](C2C=CC=CC=2)(C2C=CC=CC=2)C2C=CC=CC=2)[P](C2C=CC=CC=2)(C2C=CC=CC=2)C2C=CC=CC=2)(C2C=CC=CC=2)C2C=CC=CC=2)=CC=1. The product is [CH2:26]([N:13]([C@H:14]1[CH2:19][CH2:18][C@H:17]([N:20]([CH2:22][CH2:23][O:24][CH3:25])[CH3:21])[CH2:16][CH2:15]1)[C:4]1[C:5]([CH3:12])=[C:6]([CH:11]=[C:2]([C:30]#[C:29][CH2:28][N:31]2[CH2:36][CH2:35][O:34][CH2:33][CH2:32]2)[CH:3]=1)[C:7]([O:9][CH3:10])=[O:8])[CH3:27]. The yield is 0.637. (5) The catalyst is C(#N)C. The product is [C:2]1([CH:1]([C:8]2[CH:9]=[CH:10][CH:11]=[CH:12][CH:13]=2)[NH:14][CH2:15][Si:16]([CH3:19])([CH3:18])[CH3:17])[CH:7]=[CH:6][CH:5]=[CH:4][CH:3]=1. The reactants are [CH:1]([NH2:14])([C:8]1[CH:13]=[CH:12][CH:11]=[CH:10][CH:9]=1)[C:2]1[CH:7]=[CH:6][CH:5]=[CH:4][CH:3]=1.[CH3:15][Si:16]([CH2:19]Cl)([CH3:18])[CH3:17]. The yield is 0.300.